Dataset: Forward reaction prediction with 1.9M reactions from USPTO patents (1976-2016). Task: Predict the product of the given reaction. (1) Given the reactants [C:1]([O:5][C:6](=[O:13])[NH:7][C@H:8]1[CH2:11][C@@H:10](O)[CH2:9]1)([CH3:4])([CH3:3])[CH3:2].C1(P(C2C=CC=CC=2)C2C=CC=CC=2)C=CC=CC=1.[CH:33]1([N:36]2[C:44]3[C:39](=[N:40][CH:41]=[CH:42][CH:43]=3)[NH:38][C:37]2=[O:45])[CH2:35][CH2:34]1.N(C(OC(C)C)=O)=NC(OC(C)C)=O, predict the reaction product. The product is: [C:1]([O:5][C:6](=[O:13])[NH:7][C@H:8]1[CH2:11][C@H:10]([N:38]2[C:39]3=[N:40][CH:41]=[CH:42][CH:43]=[C:44]3[N:36]([CH:33]3[CH2:34][CH2:35]3)[C:37]2=[O:45])[CH2:9]1)([CH3:4])([CH3:3])[CH3:2]. (2) Given the reactants Cl[C:2]1[CH:3]=[CH:4][C:5]2[N:6]([C:8]([C:11]3[CH:16]=[CH:15][CH:14]=[C:13]([Cl:17])[CH:12]=3)=[CH:9][N:10]=2)[N:7]=1.[CH:18]1([NH2:25])[CH2:23][CH2:22][CH2:21][CH:20]([NH2:24])[CH2:19]1.C([O-])(O)=O.[Na+], predict the reaction product. The product is: [Cl:17][C:13]1[CH:12]=[C:11]([C:8]2[N:6]3[N:7]=[C:2]([NH:24][CH:20]4[CH2:21][CH2:22][CH2:23][CH:18]([NH2:25])[CH2:19]4)[CH:3]=[CH:4][C:5]3=[N:10][CH:9]=2)[CH:16]=[CH:15][CH:14]=1. (3) Given the reactants [CH3:1][NH:2][C:3]1[N:4](C)[C:5]2[C:10]([CH:11]=1)=[CH:9][C:8]([CH3:12])=[CH:7][CH:6]=2.[Br:14][C:15]1[CH:20]=[CH:19][C:18]([C:21](=[CH:27]O)[C:22](OCC)=[O:23])=[CH:17][CH:16]=1, predict the reaction product. The product is: [Br:14][C:15]1[CH:16]=[CH:17][C:18]([C:21]2[C:22](=[O:23])[N:2]([CH3:1])[C:3]3[NH:4][C:5]4[C:10]([C:11]=3[CH:27]=2)=[CH:9][C:8]([CH3:12])=[CH:7][CH:6]=4)=[CH:19][CH:20]=1. (4) Given the reactants [Br:1][C:2]1[C:11]([N+:12]([O-])=O)=[CH:10][C:5]2[O:6][CH2:7][CH2:8][O:9][C:4]=2[CH:3]=1.C(O)(=O)C.C(O)C, predict the reaction product. The product is: [Br:1][C:2]1[C:11]([NH2:12])=[CH:10][C:5]2[O:6][CH2:7][CH2:8][O:9][C:4]=2[CH:3]=1. (5) Given the reactants [CH3:1][O:2][C:3]1[CH:12]=[CH:11][C:6]2[C:7](=[O:10])[CH2:8][O:9][C:5]=2[C:4]=1[C:13]#[C:14][CH:15]1[CH2:20][CH2:19][N:18]([C:21]([O:23][C:24]([CH3:27])([CH3:26])[CH3:25])=[O:22])[CH2:17][CH2:16]1, predict the reaction product. The product is: [CH3:1][O:2][C:3]1[CH:12]=[CH:11][C:6]2[C:7](=[O:10])[CH2:8][O:9][C:5]=2[C:4]=1[CH2:13][CH2:14][CH:15]1[CH2:20][CH2:19][N:18]([C:21]([O:23][C:24]([CH3:27])([CH3:26])[CH3:25])=[O:22])[CH2:17][CH2:16]1. (6) Given the reactants CN(C=O)C.[CH2:6]([C:13]1[CH:14]=[N:15][C:16]2[C:21]([C:22]=1[O:23][CH2:24][CH2:25][CH2:26][CH2:27][CH2:28][CH2:29]Br)=[CH:20][CH:19]=[CH:18][C:17]=2[C:31]([F:34])([F:33])[F:32])[C:7]1[CH:12]=[CH:11][CH:10]=[CH:9][CH:8]=1.C(=O)([O-])[O-].[K+].[K+].[O:41]1[C:45]2[CH:46]=[CH:47][C:48]([C:50]3([CH3:57])[NH:54][C:53](=[O:55])[NH:52][C:51]3=[O:56])=[CH:49][C:44]=2[O:43][CH2:42]1, predict the reaction product. The product is: [O:41]1[C:45]2[CH:46]=[CH:47][C:48]([C:50]3([CH3:57])[NH:54][C:53](=[O:55])[N:52]([CH2:29][CH2:28][CH2:27][CH2:26][CH2:25][CH2:24][O:23][C:22]4[C:21]5[C:16](=[C:17]([C:31]([F:34])([F:33])[F:32])[CH:18]=[CH:19][CH:20]=5)[N:15]=[CH:14][C:13]=4[CH2:6][C:7]4[CH:12]=[CH:11][CH:10]=[CH:9][CH:8]=4)[C:51]3=[O:56])=[CH:49][C:44]=2[O:43][CH2:42]1. (7) Given the reactants Br[C:2]1[C:3]2[N:4]([CH:9]=[CH:10][N:11]=2)[N:5]=[C:6]([Cl:8])[CH:7]=1.O1CCCOB1[C:18]1[CH:19]=[N:20][CH:21]=[CH:22][CH:23]=1.[O-]P([O-])([O-])=O.[K+].[K+].[K+], predict the reaction product. The product is: [Cl:8][C:6]1[CH:7]=[C:2]([C:18]2[CH:19]=[N:20][CH:21]=[CH:22][CH:23]=2)[C:3]2[N:4]([CH:9]=[CH:10][N:11]=2)[N:5]=1. (8) Given the reactants Cl[C:2]1[C:7]([C:8]([F:11])([F:10])[F:9])=[CH:6][N:5]=[C:4]([NH:12][CH2:13][C:14]2[CH:19]=[CH:18][CH:17]=[CH:16][C:15]=2[O:20][C:21]([F:24])([F:23])[F:22])[N:3]=1.CC[N:27]([CH:31]([CH3:33])[CH3:32])C(C)C, predict the reaction product. The product is: [NH2:27][C@H:31]1[CH2:32][CH2:8][C@H:7]([CH2:2][NH:3][C:2]2[C:7]([C:8]([F:11])([F:10])[F:9])=[CH:6][N:5]=[C:4]([NH:12][CH2:13][C:14]3[CH:19]=[CH:18][CH:17]=[CH:16][C:15]=3[O:20][C:21]([F:24])([F:23])[F:22])[N:3]=2)[CH2:6][CH2:33]1.